Dataset: Reaction yield outcomes from USPTO patents with 853,638 reactions. Task: Predict the reaction yield, written as a fraction of the theoretical maximum amount of product (1.0 means a 100% yield; for example, 0.34 means a 34% yield). (1) The reactants are C(OC([N:11]([C:23]1([C:30]([O:32][CH2:33][CH3:34])=[O:31])[CH2:27][C:26](=[O:28])[NH:25][C:24]1=[O:29])NC(OCC1C=CC=CC=1)=O)=O)C1C=CC=CC=1.[H][H]. The catalyst is C(O)(=O)C.[Pt]=O. The product is [NH2:11][C:23]1([C:30]([O:32][CH2:33][CH3:34])=[O:31])[CH2:27][C:26](=[O:28])[NH:25][C:24]1=[O:29]. The yield is 0.640. (2) The reactants are [OH:1][CH2:2][C@@H:3]([NH:11][C:12](=[O:18])[O:13][C:14]([CH3:17])([CH3:16])[CH3:15])[CH2:4][C@H:5]1[CH2:10][CH2:9][CH2:8][O:7][CH2:6]1.N1C=CC=CC=1.[S:25](Cl)([C:28]1[CH:34]=[CH:33][C:31]([CH3:32])=[CH:30][CH:29]=1)(=[O:27])=[O:26]. The catalyst is C(Cl)Cl.CCOC(C)=O. The product is [CH3:32][C:31]1[CH:33]=[CH:34][C:28]([S:25]([O:1][CH2:2][C@@H:3]([NH:11][C:12]([O:13][C:14]([CH3:15])([CH3:17])[CH3:16])=[O:18])[CH2:4][C@H:5]2[CH2:10][CH2:9][CH2:8][O:7][CH2:6]2)(=[O:27])=[O:26])=[CH:29][CH:30]=1. The yield is 0.750. (3) The product is [N:8]1([C:9]2[CH:18]=[C:13]([C:14]([O:16][CH3:17])=[O:15])[CH:12]=[C:11]([CH:10]=2)[C:19]([O:21][CH3:22])=[O:20])[CH2:6][CH2:5][CH2:4][CH2:3][CH2:2]1. The catalyst is CN(C1C=CN=CC=1)C.O. The reactants are I[CH2:2][CH2:3][CH2:4][CH2:5][CH2:6]I.[NH2:8][C:9]1[CH:10]=[C:11]([C:19]([O:21][CH3:22])=[O:20])[CH:12]=[C:13]([CH:18]=1)[C:14]([O:16][CH3:17])=[O:15]. The yield is 0.330. (4) The reactants are [NH2:1][C:2]1[CH:7]=[C:6]([Cl:8])[CH:5]=[CH:4][C:3]=1[S:9]([NH2:12])(=[O:11])=[O:10].[F:13][CH:14]([F:28])[O:15][C:16]1[CH:21]=[CH:20][C:19](/[CH:22]=[CH:23]/[S:24](Cl)(=[O:26])=[O:25])=[CH:18][CH:17]=1.N1C=CC=CC=1. The catalyst is ClCCl. The product is [Cl:8][C:6]1[CH:5]=[CH:4][C:3]([S:9]([NH2:12])(=[O:11])=[O:10])=[C:2]([NH:1][S:24](/[CH:23]=[CH:22]/[C:19]2[CH:20]=[CH:21][C:16]([O:15][CH:14]([F:13])[F:28])=[CH:17][CH:18]=2)(=[O:26])=[O:25])[CH:7]=1. The yield is 1.00. (5) The reactants are [Br:1][C:2]1[CH:27]=[C:26]([F:28])[CH:25]=[CH:24][C:3]=1[O:4][C:5]1[C:6]([NH:20][C:21]([NH2:23])=[S:22])=[N:7][CH:8]=[C:9]([S:11][C:12]2[CH:17]=[CH:16][CH:15]=[C:14]([O:18][CH3:19])[CH:13]=2)[CH:10]=1.C(N(CC)CC)C.Br[CH2:37][C:38]([CH:40]1[CH2:45][CH2:44][N:43]([C:46]([O:48][C:49]([CH3:52])([CH3:51])[CH3:50])=[O:47])[CH2:42][CH2:41]1)=O. The catalyst is CCO. The product is [Br:1][C:2]1[CH:27]=[C:26]([F:28])[CH:25]=[CH:24][C:3]=1[O:4][C:5]1[C:6]([NH:20][C:21]2[S:22][CH:37]=[C:38]([CH:40]3[CH2:41][CH2:42][N:43]([C:46]([O:48][C:49]([CH3:52])([CH3:51])[CH3:50])=[O:47])[CH2:44][CH2:45]3)[N:23]=2)=[N:7][CH:8]=[C:9]([S:11][C:12]2[CH:17]=[CH:16][CH:15]=[C:14]([O:18][CH3:19])[CH:13]=2)[CH:10]=1. The yield is 0.820. (6) The reactants are [H-].[Na+].[NH:3]1[C:11]2[C:6](=[CH:7][C:8]([O:12][C:13]3[N:18]=[CH:17][N:16]=[C:15]([NH2:19])[CH:14]=3)=[CH:9][CH:10]=2)[CH:5]=[CH:4]1.[CH3:20][NH:21][C:22](=O)[O:23]C1C=CC=CC=1. The catalyst is CN(C)C=O. The product is [CH3:20][NH:21][C:22]([N:3]1[C:11]2[C:6](=[CH:7][C:8]([O:12][C:13]3[CH:14]=[C:15]([NH2:19])[N:16]=[CH:17][N:18]=3)=[CH:9][CH:10]=2)[CH:5]=[CH:4]1)=[O:23]. The yield is 0.630. (7) The reactants are [CH:1]([C:4]1[CH:9]=[CH:8][C:7]([CH:10]2[C:14]3[C:15]([CH3:22])=[C:16]([OH:21])[C:17]([CH3:20])=[C:18]([CH3:19])[C:13]=3[O:12][C:11]2([CH3:24])[CH3:23])=[CH:6][CH:5]=1)([CH3:3])[CH3:2].[C:25]1([CH2:31][CH2:32]O)[CH:30]=[CH:29][CH:28]=[CH:27][CH:26]=1.C1(P(C2C=CC=CC=2)C2C=CC=CC=2)C=CC=CC=1.N(C(OCC)=O)=NC(OCC)=O. The catalyst is O1CCCC1. The product is [CH:1]([C:4]1[CH:9]=[CH:8][C:7]([CH:10]2[C:14]3[C:15]([CH3:22])=[C:16]([O:21][CH2:32][CH2:31][C:25]4[CH:30]=[CH:29][CH:28]=[CH:27][CH:26]=4)[C:17]([CH3:20])=[C:18]([CH3:19])[C:13]=3[O:12][C:11]2([CH3:24])[CH3:23])=[CH:6][CH:5]=1)([CH3:3])[CH3:2]. The yield is 0.110.